Dataset: Forward reaction prediction with 1.9M reactions from USPTO patents (1976-2016). Task: Predict the product of the given reaction. (1) Given the reactants O.[OH-].[Li+].[C:4]([C:6]1[CH:11]=[CH:10][C:9]([C:12]2[N:16]([C:17]3[CH:18]=[N:19][CH:20]=[CH:21][CH:22]=3)[N:15]=[C:14]([C:23]([O:25]CC)=[O:24])[CH:13]=2)=[CH:8][CH:7]=1)#[N:5].Cl, predict the reaction product. The product is: [C:4]([C:6]1[CH:7]=[CH:8][C:9]([C:12]2[N:16]([C:17]3[CH:18]=[N:19][CH:20]=[CH:21][CH:22]=3)[N:15]=[C:14]([C:23]([OH:25])=[O:24])[CH:13]=2)=[CH:10][CH:11]=1)#[N:5]. (2) Given the reactants ClS([C:5]1[CH:6]=[CH:7][C:8]([F:14])=[C:9]([CH:13]=1)[C:10]([OH:12])=[O:11])(=O)=O.N1(C(OC(C)(C)C)=O)CCNCC1, predict the reaction product. The product is: [F:14][C:8]1[CH:7]=[CH:6][CH:5]=[CH:13][C:9]=1[C:10]([OH:12])=[O:11]. (3) The product is: [F:53][C:2]([F:1])([F:52])[C:3]1[CH:4]=[C:5]([CH:45]=[C:46]([C:48]([F:51])([F:50])[F:49])[CH:47]=1)[CH2:6][N:7]([CH:25]([C:27]1[CH:32]=[C:31]([C:33]([F:35])([F:36])[F:34])[CH:30]=[CH:29][C:28]=1[N:37]([CH2:41][CH:42]1[CH2:43][CH2:44]1)[CH2:38][CH2:39][CH3:40])[CH3:26])[C:8]1[N:13]=[CH:12][C:11]([N:14]2[CH2:19][CH2:18][CH:17]([C:20]([OH:22])=[O:21])[CH2:16][CH2:15]2)=[CH:10][N:9]=1. Given the reactants [F:1][C:2]([F:53])([F:52])[C:3]1[CH:4]=[C:5]([CH:45]=[C:46]([C:48]([F:51])([F:50])[F:49])[CH:47]=1)[CH2:6][N:7]([CH:25]([C:27]1[CH:32]=[C:31]([C:33]([F:36])([F:35])[F:34])[CH:30]=[CH:29][C:28]=1[N:37]([CH2:41][CH:42]1[CH2:44][CH2:43]1)[CH2:38][CH2:39][CH3:40])[CH3:26])[C:8]1[N:13]=[CH:12][C:11]([N:14]2[CH2:19][CH2:18][CH:17]([C:20]([O:22]CC)=[O:21])[CH2:16][CH2:15]2)=[CH:10][N:9]=1.[OH-].[Na+].C(OCC)(=O)C, predict the reaction product. (4) Given the reactants [Br:1][C:2]1[CH:7]=[CH:6][C:5]([C:8](=[O:10])[CH3:9])=[C:4]([N+:11]([O-])=O)[CH:3]=1.[OH-].[Na+], predict the reaction product. The product is: [NH2:11][C:4]1[CH:3]=[C:2]([Br:1])[CH:7]=[CH:6][C:5]=1[C:8](=[O:10])[CH3:9].